From a dataset of Catalyst prediction with 721,799 reactions and 888 catalyst types from USPTO. Predict which catalyst facilitates the given reaction. (1) Reactant: [CH2:1]([N:5]([C:23]1[C:28]([CH3:29])=[CH:27][C:26]([C:30]([CH3:32])=[CH2:31])=[CH:25][N:24]=1)[S:6]([C:9]1[CH:14]=[CH:13][C:12]([O:15][CH2:16][CH:17]2[CH2:22][CH2:21][O:20][CH2:19][CH2:18]2)=[CH:11][CH:10]=1)(=[O:8])=[O:7])[CH:2]([CH3:4])[CH3:3]. Product: [CH2:1]([N:5]([C:23]1[C:28]([CH3:29])=[CH:27][C:26]([CH:30]([CH3:32])[CH3:31])=[CH:25][N:24]=1)[S:6]([C:9]1[CH:10]=[CH:11][C:12]([O:15][CH2:16][CH:17]2[CH2:18][CH2:19][O:20][CH2:21][CH2:22]2)=[CH:13][CH:14]=1)(=[O:7])=[O:8])[CH:2]([CH3:4])[CH3:3]. The catalyst class is: 407. (2) Reactant: [H-].[Na+].[CH2:3]([C:5]1[C:27]([F:28])=[CH:26][C:8]([O:9][C:10]2[CH:24]=[CH:23][C:13]([C:14]([N:16]3[CH2:21][CH2:20][NH:19][C:18](=[O:22])[CH2:17]3)=[O:15])=[CH:12][C:11]=2[F:25])=[C:7]([O:29][CH3:30])[CH:6]=1)[CH3:4].IC.[C:33](OCC)(=O)C. Product: [CH2:3]([C:5]1[C:27]([F:28])=[CH:26][C:8]([O:9][C:10]2[CH:24]=[CH:23][C:13]([C:14]([N:16]3[CH2:21][CH2:20][N:19]([CH3:33])[C:18](=[O:22])[CH2:17]3)=[O:15])=[CH:12][C:11]=2[F:25])=[C:7]([O:29][CH3:30])[CH:6]=1)[CH3:4]. The catalyst class is: 35.